Dataset: Full USPTO retrosynthesis dataset with 1.9M reactions from patents (1976-2016). Task: Predict the reactants needed to synthesize the given product. (1) Given the product [CH:27]([N:2]([CH:3]([C:21]1[CH:26]=[CH:25][CH:24]=[CH:23][CH:22]=1)[CH2:4][S:5]([N:8]1[CH2:13][CH2:12][N:11]([C:14]2[CH:19]=[CH:18][C:17]([F:20])=[CH:16][CH:15]=2)[CH2:10][CH2:9]1)(=[O:6])=[O:7])[OH:1])=[O:29], predict the reactants needed to synthesize it. The reactants are: [OH:1][NH:2][CH:3]([C:21]1[CH:26]=[CH:25][CH:24]=[CH:23][CH:22]=1)[CH2:4][S:5]([N:8]1[CH2:13][CH2:12][N:11]([C:14]2[CH:19]=[CH:18][C:17]([F:20])=[CH:16][CH:15]=2)[CH2:10][CH2:9]1)(=[O:7])=[O:6].[C:27](OC(=O)C)(=[O:29])C. (2) Given the product [NH:19]1[C:14]2[CH:15]=[CH:16][CH:17]=[CH:18][C:13]=2[N:20]=[C:9]1[CH2:8][C:5]1[CH:6]=[CH:7][C:2]([OH:1])=[CH:3][CH:4]=1, predict the reactants needed to synthesize it. The reactants are: [OH:1][C:2]1[CH:7]=[CH:6][C:5]([CH2:8][C:9](OC)=O)=[CH:4][CH:3]=1.[C:13]1([NH2:20])[C:14]([NH2:19])=[CH:15][CH:16]=[CH:17][CH:18]=1. (3) Given the product [CH3:22][O:23][C:24](=[O:33])[C:25]1[CH:30]=[CH:29][C:28]([Cl:31])=[C:27]([NH:32][C:19]([C:13]2[C:14](=[O:18])[NH:15][C:16]3[C:11]([CH:12]=2)=[CH:10][N:9]=[C:8]([N:5]2[CH2:4][CH2:3][N:2]([CH3:1])[CH2:7][CH2:6]2)[CH:17]=3)=[O:20])[CH:26]=1, predict the reactants needed to synthesize it. The reactants are: [CH3:1][N:2]1[CH2:7][CH2:6][N:5]([C:8]2[CH:17]=[C:16]3[C:11]([CH:12]=[C:13]([C:19](O)=[O:20])[C:14](=[O:18])[NH:15]3)=[CH:10][N:9]=2)[CH2:4][CH2:3]1.[CH3:22][O:23][C:24](=[O:33])[C:25]1[CH:30]=[CH:29][C:28]([Cl:31])=[C:27]([NH2:32])[CH:26]=1.